From a dataset of Forward reaction prediction with 1.9M reactions from USPTO patents (1976-2016). Predict the product of the given reaction. (1) The product is: [CH3:1][C:2]1[N:6]([CH2:7][C:8]([O:10][CH2:11][CH3:12])=[O:9])[C:5]([C:13]2[CH:14]=[CH:15][CH:16]=[CH:17][CH:18]=2)=[C:4]([C:19]2[CH:20]=[CH:21][CH:22]=[CH:23][CH:24]=2)[C:3]=1[CH2:55][C:54]1[CH:57]=[CH:58][CH:59]=[CH:60][C:53]=1[S:50]([C:44]1[CH:49]=[CH:48][CH:47]=[CH:46][CH:45]=1)(=[O:52])=[O:51]. Given the reactants [CH3:1][C:2]1[N:6]([CH2:7][C:8]([O:10][CH2:11][CH3:12])=[O:9])[C:5]([C:13]2[CH:18]=[CH:17][CH:16]=[CH:15][CH:14]=2)=[C:4]([C:19]2[CH:24]=[CH:23][CH:22]=[CH:21][CH:20]=2)[CH:3]=1.FC(F)(F)S(O[Si](C)(C)C)(=O)=O.C([SiH](CC)CC)C.[C:44]1([S:50]([C:53]2[CH:60]=[CH:59][CH:58]=[CH:57][C:54]=2[CH:55]=O)(=[O:52])=[O:51])[CH:49]=[CH:48][CH:47]=[CH:46][CH:45]=1, predict the reaction product. (2) Given the reactants [C:1]1([C:7](=O)[CH2:8][CH:9]([C:12]#[N:13])[C:10]#[N:11])[CH:6]=[CH:5][CH:4]=[CH:3][CH:2]=1.C(N(CC)CC)C.[Br:22][C:23]1[CH:28]=[CH:27][CH:26]=[CH:25][C:24]=1[SH:29], predict the reaction product. The product is: [Br:22][C:23]1[CH:28]=[CH:27][CH:26]=[CH:25][C:24]=1[S:29][C:10]1[NH:11][C:7]([C:1]2[CH:6]=[CH:5][CH:4]=[CH:3][CH:2]=2)=[CH:8][C:9]=1[C:12]#[N:13]. (3) Given the reactants [F:1][C:2]1[CH:3]=[C:4]2[C:12](=[CH:13][CH:14]=1)[NH:11][C:10]1[C:9]([O:15][CH2:16][CH2:17][N:18]([CH3:20])[CH3:19])=[C:8]3[NH:21][C:22]4[CH:23]=[CH:24][C:25]([F:28])=[CH:26][C:27]=4[C:7]3=[CH:6][C:5]2=1.[Br:29]Br.C(Cl)Cl, predict the reaction product. The product is: [Br:29][C:6]1[C:7]2[C:27]3[C:22](=[CH:23][CH:24]=[C:25]([F:28])[CH:26]=3)[NH:21][C:8]=2[C:9]([O:15][CH2:16][CH2:17][N:18]([CH3:19])[CH3:20])=[C:10]2[NH:11][C:12]3[CH:13]=[CH:14][C:2]([F:1])=[CH:3][C:4]=3[C:5]=12. (4) Given the reactants [CH3:1][O:2][C:3]1[CH:10]=[CH:9][C:6]([CH2:7][NH2:8])=[CH:5][CH:4]=1.Cl[C:12]1[N:21]=[C:20](Cl)[C:19]2[C:14](=[CH:15][C:16]([O:25][CH3:26])=[C:17]([O:23][CH3:24])[CH:18]=2)[N:13]=1.ClC1N=C(Cl)C2C(=CC=C(C3OC=CC=3)C=2)N=1.C[Si](C)(C)CC[O:48][C:49](=[O:64])[CH2:50][CH2:51][C:52]([C:54]1[C:62]2[C:57](=[CH:58][CH:59]=[C:60]([Cl:63])[CH:61]=2)[NH:56][CH:55]=1)=[O:53].CCCC[N+](CCCC)(CCCC)CCCC.[F-].Cl, predict the reaction product. The product is: [Cl:63][C:60]1[CH:61]=[C:62]2[C:57](=[CH:58][CH:59]=1)[N:56]([C:12]1[N:21]=[C:20]([NH:8][CH2:7][C:6]3[CH:9]=[CH:10][C:3]([O:2][CH3:1])=[CH:4][CH:5]=3)[C:19]3[C:14](=[CH:15][C:16]([O:25][CH3:26])=[C:17]([O:23][CH3:24])[CH:18]=3)[N:13]=1)[CH:55]=[C:54]2[C:52](=[O:53])[CH2:51][CH2:50][C:49]([OH:64])=[O:48]. (5) Given the reactants [Br:1][C:2]1[C:3]([CH2:8][NH:9][CH:10]=O)=[N:4][CH:5]=[CH:6][CH:7]=1.P(Cl)(Cl)(Cl)=O, predict the reaction product. The product is: [Br:1][C:2]1[C:3]2[N:4]([CH:10]=[N:9][CH:8]=2)[CH:5]=[CH:6][CH:7]=1. (6) Given the reactants C[O:2][C:3]([C@@H:5]1[CH2:9][C@@H:8]([S:10]([C:13]2[CH:18]=[CH:17][CH:16]=[CH:15][C:14]=2[C:19]([F:22])([F:21])[F:20])(=[O:12])=[O:11])[CH2:7][N:6]1[C:23]1[N:24]([CH:29]2[CH2:34][CH2:33][O:32][CH2:31][CH2:30]2)[N:25]=[C:26]([CH3:28])[CH:27]=1)=[O:4].[OH-].[Li+], predict the reaction product. The product is: [CH3:28][C:26]1[CH:27]=[C:23]([N:6]2[CH2:7][C@H:8]([S:10]([C:13]3[CH:18]=[CH:17][CH:16]=[CH:15][C:14]=3[C:19]([F:20])([F:21])[F:22])(=[O:12])=[O:11])[CH2:9][C@H:5]2[C:3]([OH:4])=[O:2])[N:24]([CH:29]2[CH2:30][CH2:31][O:32][CH2:33][CH2:34]2)[N:25]=1. (7) Given the reactants [F:1][C:2]1[CH:7]=[CH:6][C:5]([C:8]2[N:9]=[N:10][N:11]3[CH2:16][CH2:15][NH:14][CH2:13][C:12]=23)=[CH:4][CH:3]=1.[F:17]C1C=C(F)C=CC=1B(O)O, predict the reaction product. The product is: [F:17][C:4]1[CH:3]=[C:2]([F:1])[CH:7]=[CH:6][C:5]=1[C:8]1[N:9]=[N:10][N:11]2[CH2:16][CH2:15][NH:14][CH2:13][C:12]=12.